Task: Predict which catalyst facilitates the given reaction.. Dataset: Catalyst prediction with 721,799 reactions and 888 catalyst types from USPTO (1) Reactant: [CH2:1]([O:3][C:4]1[N:9]=[CH:8][C:7]([C:10]2[O:14][N:13]=[C:12]([C:15]3[CH:23]=[CH:22][C:21]4[NH:20][C:19]5[CH:24]([CH2:27][C:28]([O:30]CC)=[O:29])[CH2:25][CH2:26][C:18]=5[C:17]=4[CH:16]=3)[N:11]=2)=[CH:6][C:5]=1[CH3:33])[CH3:2].O.[OH-].[Na+]. Product: [CH2:1]([O:3][C:4]1[N:9]=[CH:8][C:7]([C:10]2[O:14][N:13]=[C:12]([C:15]3[CH:23]=[CH:22][C:21]4[NH:20][C:19]5[CH:24]([CH2:27][C:28]([OH:30])=[O:29])[CH2:25][CH2:26][C:18]=5[C:17]=4[CH:16]=3)[N:11]=2)=[CH:6][C:5]=1[CH3:33])[CH3:2]. The catalyst class is: 12. (2) Reactant: [CH3:1][O:2][C:3]1[CH:4]=[C:5]([C:11]2([CH2:17][NH2:18])[CH2:16][CH2:15][CH2:14][CH2:13][CH2:12]2)[CH:6]=[CH:7][C:8]=1[O:9][CH3:10].[O:19]1[C:23]2[CH:24]=[CH:25][CH:26]=[CH:27][C:22]=2[CH:21]=[C:20]1[C:28](Cl)=[O:29].C(N(CC)CC)C. Product: [CH3:1][O:2][C:3]1[CH:4]=[C:5]([C:11]2([CH2:17][NH:18][C:28]([C:20]3[O:19][C:23]4[CH:24]=[CH:25][CH:26]=[CH:27][C:22]=4[CH:21]=3)=[O:29])[CH2:12][CH2:13][CH2:14][CH2:15][CH2:16]2)[CH:6]=[CH:7][C:8]=1[O:9][CH3:10]. The catalyst class is: 12.